From a dataset of Catalyst prediction with 721,799 reactions and 888 catalyst types from USPTO. Predict which catalyst facilitates the given reaction. Reactant: C(N(CC)CC)C.Br[C:9]1[CH:10]=[C:11]([C:16]2[CH:21]=[CH:20][N:19]=[CH:18][CH:17]=2)[CH:12]=[C:13]([Cl:15])[CH:14]=1.[CH:22]([C:24]1[CH:29]=[CH:28][C:27]([N:30]2[CH2:35][CH2:34][N:33]([C:36](=[O:38])[CH3:37])[CH2:32][CH2:31]2)=[CH:26][CH:25]=1)=[CH2:23].C1C=CC(P(C2C=CC=CC=2)C2C=CC=CC=2)=CC=1. Product: [Cl:15][C:13]1[CH:14]=[C:9]([CH:10]=[C:11]([C:16]2[CH:21]=[CH:20][N:19]=[CH:18][CH:17]=2)[CH:12]=1)/[CH:23]=[CH:22]/[C:24]1[CH:25]=[CH:26][C:27]([N:30]2[CH2:31][CH2:32][N:33]([C:36](=[O:38])[CH3:37])[CH2:34][CH2:35]2)=[CH:28][CH:29]=1. The catalyst class is: 10.